Task: Regression. Given two drug SMILES strings and cell line genomic features, predict the synergy score measuring deviation from expected non-interaction effect.. Dataset: Merck oncology drug combination screen with 23,052 pairs across 39 cell lines (1) Drug 1: Nc1ccn(C2OC(CO)C(O)C2(F)F)c(=O)n1. Drug 2: CC(C)CC(NC(=O)C(Cc1ccccc1)NC(=O)c1cnccn1)B(O)O. Cell line: NCIH1650. Synergy scores: synergy=-22.1. (2) Drug 1: O=P1(N(CCCl)CCCl)NCCCO1. Drug 2: CS(=O)(=O)CCNCc1ccc(-c2ccc3ncnc(Nc4ccc(OCc5cccc(F)c5)c(Cl)c4)c3c2)o1. Cell line: A427. Synergy scores: synergy=-21.3. (3) Drug 1: Nc1ccn(C2OC(CO)C(O)C2(F)F)c(=O)n1. Drug 2: NC1(c2ccc(-c3nc4ccn5c(=O)[nH]nc5c4cc3-c3ccccc3)cc2)CCC1. Cell line: RPMI7951. Synergy scores: synergy=-4.04. (4) Drug 1: C#Cc1cccc(Nc2ncnc3cc(OCCOC)c(OCCOC)cc23)c1. Drug 2: NC1CCCCC1N.O=C(O)C(=O)O.[Pt+2]. Cell line: HT29. Synergy scores: synergy=-20.1. (5) Drug 1: COc1cc(C2c3cc4c(cc3C(OC3OC5COC(C)OC5C(O)C3O)C3COC(=O)C23)OCO4)cc(OC)c1O. Drug 2: CC(C)CC(NC(=O)C(Cc1ccccc1)NC(=O)c1cnccn1)B(O)O. Cell line: T47D. Synergy scores: synergy=-19.8. (6) Drug 1: CN1C(=O)C=CC2(C)C3CCC4(C)C(NC(=O)OCC(F)(F)F)CCC4C3CCC12. Drug 2: CS(=O)(=O)CCNCc1ccc(-c2ccc3ncnc(Nc4ccc(OCc5cccc(F)c5)c(Cl)c4)c3c2)o1. Cell line: A375. Synergy scores: synergy=-2.71.